Task: Predict the reaction yield, written as a fraction of the theoretical maximum amount of product (1.0 means a 100% yield; for example, 0.34 means a 34% yield).. Dataset: Reaction yield outcomes from USPTO patents with 853,638 reactions (1) The reactants are CCN(C(C)C)C(C)C.[N:10]1[CH:15]=[CH:14][N:13]=[CH:12][C:11]=1[C:16]([OH:18])=O.C1C=CC2N(O)N=NC=2C=1.CCN=C=NCCCN(C)C.Cl.[O:41]=[C:42]([N:59]1[CH2:64][CH2:63][NH:62][CH2:61][CH2:60]1)[CH2:43][NH:44][C:45]([C:47]1[CH:52]=[CH:51][C:50]([C:53]2[CH:58]=[CH:57][CH:56]=[CH:55][CH:54]=2)=[CH:49][CH:48]=1)=[O:46]. The catalyst is CN(C=O)C.O. The product is [O:41]=[C:42]([N:59]1[CH2:64][CH2:63][N:62]([C:16]([C:11]2[CH:12]=[N:13][CH:14]=[CH:15][N:10]=2)=[O:18])[CH2:61][CH2:60]1)[CH2:43][NH:44][C:45]([C:47]1[CH:48]=[CH:49][C:50]([C:53]2[CH:58]=[CH:57][CH:56]=[CH:55][CH:54]=2)=[CH:51][CH:52]=1)=[O:46]. The yield is 0.389. (2) The reactants are [Br:1][C:2]1[CH:3]=[C:4]([NH:10][C:11]2[CH:16]=[CH:15][C:14]([N:17]3[CH2:22][CH2:21][N:20]([CH2:23][CH2:24][O:25][Si](C(C)(C)C)(C)C)[CH2:19][CH2:18]3)=[CH:13][N:12]=2)[C:5](=[O:9])[N:6]([CH3:8])[CH:7]=1.CC1(C)[C@@]2(CS(O)(=O)=O)C(C[C@@H]1CC2)=O.O. The catalyst is CO. The product is [Br:1][C:2]1[CH:3]=[C:4]([NH:10][C:11]2[CH:16]=[CH:15][C:14]([N:17]3[CH2:18][CH2:19][N:20]([CH2:23][CH2:24][OH:25])[CH2:21][CH2:22]3)=[CH:13][N:12]=2)[C:5](=[O:9])[N:6]([CH3:8])[CH:7]=1. The yield is 0.950. (3) The reactants are Cl.C(N=C=NCCCN(C)C)C.[Cl:13][C:14]1[C:15]([O:24][C:25]2[CH:30]=[C:29]([O:31][CH2:32][C:33](=[O:35])[CH3:34])[CH:28]=[CH:27][C:26]=2/[CH:36]=[CH:37]/[C:38]([OH:40])=O)=[N:16][CH:17]=[C:18]([C:20]([F:23])([F:22])[F:21])[CH:19]=1.[CH2:41]([S:46]([NH2:49])(=[O:48])=[O:47])[CH2:42][CH2:43][CH2:44][CH3:45].Cl. The catalyst is CN(C)C1C=CN=CC=1.C(#N)C. The product is [Cl:13][C:14]1[C:15]([O:24][C:25]2[CH:30]=[C:29]([O:31][CH2:32][C:33](=[O:35])[CH3:34])[CH:28]=[CH:27][C:26]=2/[CH:36]=[CH:37]/[C:38]([NH:49][S:46]([CH2:41][CH2:42][CH2:43][CH2:44][CH3:45])(=[O:48])=[O:47])=[O:40])=[N:16][CH:17]=[C:18]([C:20]([F:23])([F:22])[F:21])[CH:19]=1. The yield is 0.300. (4) The reactants are [F:1][C:2]1[CH:7]=[CH:6][C:5]([N:8]2[C:16]3[C:11](=[CH:12][C:13]([C:17]([CH3:22])([CH3:21])[CH2:18][CH:19]=[O:20])=[CH:14][CH:15]=3)[CH:10]=[N:9]2)=[CH:4][CH:3]=1.CC(C)=[O:25].OS(O)(=O)=O.O=[Cr](=O)=O. The product is [F:1][C:2]1[CH:3]=[CH:4][C:5]([N:8]2[C:16]3[C:11](=[CH:12][C:13]([C:17]([CH3:22])([CH3:21])[CH2:18][C:19]([OH:25])=[O:20])=[CH:14][CH:15]=3)[CH:10]=[N:9]2)=[CH:6][CH:7]=1. The catalyst is CC(C)=O. The yield is 0.430. (5) The reactants are [CH3:1][O:2][C:3](=[O:14])[C:4]1[CH:9]=[C:8]([N+:10]([O-])=O)[CH:7]=[CH:6][C:5]=1[CH3:13].[NH2:10][C:8]1[CH:7]=[CH:6][C:5]([CH3:13])=[C:4]([CH:9]=1)[C:3]([O:2][CH3:1])=[O:14]. The product is [NH2:10][C:8]1[CH:7]=[CH:6][C:5]([CH3:13])=[C:4]([CH:9]=1)[C:3]([O:2][CH3:1])=[O:14]. The yield is 1.00. The catalyst is CCO.[Ni].